From a dataset of Forward reaction prediction with 1.9M reactions from USPTO patents (1976-2016). Predict the product of the given reaction. (1) Given the reactants [F:1][C:2]1[CH:3]=[C:4]([NH:9][C:10]([C:12]2[CH:13]=[C:14]([S:18](Cl)(=[O:20])=[O:19])[S:15][C:16]=2[CH3:17])=[O:11])[CH:5]=[CH:6][C:7]=1[F:8].[NH2:22][C@@H:23]([CH2:25][CH3:26])[CH3:24].C(N(C(C)C)CC)(C)C, predict the reaction product. The product is: [F:1][C:2]1[CH:3]=[C:4]([NH:9][C:10]([C:12]2[CH:13]=[C:14]([S:18](=[O:20])(=[O:19])[NH:22][C@H:23]([CH3:24])[CH2:25][CH3:26])[S:15][C:16]=2[CH3:17])=[O:11])[CH:5]=[CH:6][C:7]=1[F:8]. (2) Given the reactants [C:1]([O:5][C:6]([N:8]1[CH:17]([C@H:18]([OH:25])[C:19]2[CH:24]=[CH:23][CH:22]=[CH:21][CH:20]=2)[CH2:16][C:11]2(OCC[O:12]2)[CH2:10][CH:9]1[CH2:26][CH3:27])=[O:7])([CH3:4])([CH3:3])[CH3:2].O.C1(C)C=CC(S(O)(=O)=O)=CC=1.C([O-])(O)=O.[Na+], predict the reaction product. The product is: [C:1]([O:5][C:6]([N:8]1[CH:17]([C@H:18]([OH:25])[C:19]2[CH:20]=[CH:21][CH:22]=[CH:23][CH:24]=2)[CH2:16][C:11](=[O:12])[CH2:10][CH:9]1[CH2:26][CH3:27])=[O:7])([CH3:4])([CH3:3])[CH3:2]. (3) Given the reactants [F:1][C:2]1[CH:14]=[CH:13][C:5]([NH:6][C:7]2[CH:12]=[CH:11][CH:10]=[CH:9][N:8]=2)=[C:4]([NH2:15])[CH:3]=1.[CH:16]1(/[CH:22]=[CH:23]/[C:24](Cl)=O)[CH2:21][CH2:20][CH2:19][CH2:18][CH2:17]1.N1C=CC=CC=1N1C2C=CC=CC=2N=C1C=CC1C=CC=CC=1, predict the reaction product. The product is: [CH:16]1(/[CH:22]=[CH:23]/[C:24]2[N:6]([C:7]3[CH:12]=[CH:11][CH:10]=[CH:9][N:8]=3)[C:5]3[CH:13]=[CH:14][C:2]([F:1])=[CH:3][C:4]=3[N:15]=2)[CH2:21][CH2:20][CH2:19][CH2:18][CH2:17]1. (4) Given the reactants [CH2:1]([O:5][C:6]([C:8]1[N:9]=[C:10](O)[C:11]2[C:16]([C:17]=1[OH:18])=[CH:15][C:14]([O:19][C:20]1[CH:29]=[CH:28][C:23]3[N:24]=[C:25]([CH3:27])[O:26][C:22]=3[CH:21]=1)=[CH:13][CH:12]=2)=[O:7])[CH2:2][CH2:3][CH3:4].C(OC(C1N=C(O)C2C(C=1O)=CC=C(OC1C=CC3N=C(C)OC=3C=1)C=2)=O)CCC.P(Cl)(Cl)([Cl:63])=O.C(=O)(O)[O-].[Na+], predict the reaction product. The product is: [CH2:1]([O:5][C:6]([C:8]1[N:9]=[C:10]([Cl:63])[C:11]2[C:16]([C:17]=1[OH:18])=[CH:15][C:14]([O:19][C:20]1[CH:29]=[CH:28][C:23]3[N:24]=[C:25]([CH3:27])[O:26][C:22]=3[CH:21]=1)=[CH:13][CH:12]=2)=[O:7])[CH2:2][CH2:3][CH3:4]. (5) Given the reactants [Cl:1][C:2]1[CH:7]=[CH:6][C:5]([C:8]2[C:17](=[O:18])[C:16]3[C:11](=[CH:12][CH:13]=[N:14][C:15]=3[NH:19][CH2:20][C:21]3[CH:26]=[CH:25][CH:24]=[CH:23][CH:22]=3)[NH:10][CH:9]=2)=[CH:4][CH:3]=1.IC.[CH:29]1([CH2:32]Br)[CH2:31][CH2:30]1, predict the reaction product. The product is: [Cl:1][C:2]1[CH:3]=[CH:4][C:5]([C:8]2[C:17](=[O:18])[C:16]3[C:11](=[CH:12][CH:13]=[N:14][C:15]=3[NH:19][CH2:20][C:21]3[CH:22]=[CH:23][CH:24]=[CH:25][CH:26]=3)[N:10]([CH2:32][CH:29]3[CH2:31][CH2:30]3)[CH:9]=2)=[CH:6][CH:7]=1.